From a dataset of Blood-brain barrier permeability classification from the B3DB database. Regression/Classification. Given a drug SMILES string, predict its absorption, distribution, metabolism, or excretion properties. Task type varies by dataset: regression for continuous measurements (e.g., permeability, clearance, half-life) or binary classification for categorical outcomes (e.g., BBB penetration, CYP inhibition). Dataset: b3db_classification. (1) The drug is Nc1nc(=O)n(C2CSC(CO)O2)cc1F. The result is 0 (does not penetrate BBB). (2) The molecule is CC(CC1c2ccccc2CCc2ccccc21)CN(C)C. The result is 1 (penetrates BBB). (3) The compound is CC1(C)O[C@@H]2C[C@H]3C4CCC5=CC(=O)C=CC5(C)[C@H]4C(O)CC3(C)[C@]2(C(=O)CO)O1. The result is 1 (penetrates BBB). (4) The drug is CC(C)(C)NC[C@@H](O)c1ccccc1F. The result is 1 (penetrates BBB). (5) The compound is CC(=O)OCC(=O)C12OC(C)(C)OC1CC1C3CC(C=O)=C4C=C(OCCCl)CCC4(C)C3(F)C(O)CC12C. The result is 1 (penetrates BBB). (6) The molecule is CCOC(=O)C(CCc1ccccc1)NC1CSC(c2cccs2)CN(CC(=O)O)C1=O. The result is 0 (does not penetrate BBB). (7) The compound is C=CCN1CCC23c4c5ccc(O)c4O[C@H]2C2(OC)C=CC3(C[C@@H]2C(C)(O)CCC)C1C5. The result is 1 (penetrates BBB). (8) The drug is CC(=O)O[C@@H](c1ccccc1)[C@H]1CCCCN1. The result is 1 (penetrates BBB).